Predict the product of the given reaction. From a dataset of Forward reaction prediction with 1.9M reactions from USPTO patents (1976-2016). (1) Given the reactants [C:1]([OH:4])(=[O:3])[CH3:2].[C:5]([O:9][C:10]([N:12]1[CH2:17][C@H:16]([CH2:18][N:19]2[CH2:23][CH2:22][O:21][C:20]2=[O:24])[N:15](CC2C=CC=CC=2)[CH2:14][C@H:13]1[CH3:32])=[O:11])([CH3:8])([CH3:7])[CH3:6], predict the reaction product. The product is: [C:1]([OH:4])(=[O:3])[CH3:2].[C:5]([O:9][C:10]([N:12]1[CH2:17][C@H:16]([CH2:18][N:19]2[CH2:23][CH2:22][O:21][C:20]2=[O:24])[NH:15][CH2:14][C@H:13]1[CH3:32])=[O:11])([CH3:8])([CH3:6])[CH3:7]. (2) Given the reactants [NH2:1][C:2]1[C:3]([NH:22][CH3:23])=[N:4][C:5]([NH:8][C:9]2[CH:14]=[CH:13][C:12]([C:15]([N:17]([CH2:20][CH3:21])[CH2:18][CH3:19])=[O:16])=[CH:11][CH:10]=2)=[N:6][CH:7]=1.[Cl:24][C:25]1[C:26]([O:41][CH3:42])=[N:27][C:28]([O:39][CH3:40])=[C:29]([Cl:38])[C:30]=1[C:31](=O)[C:32]([O:34]CC)=O.CC(O)=O, predict the reaction product. The product is: [Cl:38][C:29]1[C:28]([O:39][CH3:40])=[N:27][C:26]([O:41][CH3:42])=[C:25]([Cl:24])[C:30]=1[C:31]1[C:32](=[O:34])[N:22]([CH3:23])[C:3]2[N:4]=[C:5]([NH:8][C:9]3[CH:10]=[CH:11][C:12]([C:15]([N:17]([CH2:18][CH3:19])[CH2:20][CH3:21])=[O:16])=[CH:13][CH:14]=3)[N:6]=[CH:7][C:2]=2[N:1]=1. (3) Given the reactants [CH3:1][CH:2]([CH3:39])[C:3]([O:5][C@H:6]([O:10][C:11]([O:13]N1C(=O)[C@@H](OC(=O)C2C=CC=CC=2)[C@H](OC(=O)C2C=CC=CC=2)C1=O)=O)[CH:7]([CH3:9])[CH3:8])=[O:4].[NH2:40][CH2:41][CH2:42][CH2:43][S:44]([OH:46])=[O:45].C1COCC1, predict the reaction product. The product is: [C:3]([O:5][C@H:6]([O:10][C:11]([NH:40][CH2:41][CH2:42][CH2:43][S:44]([OH:46])=[O:45])=[O:13])[CH:7]([CH3:8])[CH3:9])(=[O:4])[CH:2]([CH3:1])[CH3:39]. (4) Given the reactants [C:1]([C:4]1[CH:9]=[CH:8][N:7]=[CH:6][CH:5]=1)(=[O:3])[CH3:2].[CH3:10][O:11][S:12]([C:15]1[CH:20]=[CH:19][C:18]([CH3:21])=[CH:17][CH:16]=1)(=[O:14])=[O:13], predict the reaction product. The product is: [C:18]1([CH3:21])[CH:17]=[CH:16][C:15]([S:12]([O-:14])(=[O:11])=[O:13])=[CH:20][CH:19]=1.[C:1]([C:4]1[CH:9]=[CH:8][N+:7]([CH3:10])=[CH:6][CH:5]=1)(=[O:3])[CH3:2]. (5) Given the reactants O1CCCCC1[O:7][CH2:8][CH2:9][CH2:10][C:11]1[CH:12]=[C:13]2[C:17](=[CH:18][CH:19]=1)[C:16](=[O:20])[O:15][CH2:14]2, predict the reaction product. The product is: [OH:7][CH2:8][CH2:9][CH2:10][C:11]1[CH:12]=[C:13]2[C:17](=[CH:18][CH:19]=1)[C:16](=[O:20])[O:15][CH2:14]2. (6) Given the reactants [NH2:1][C:2]1[CH:9]=[C:8]([F:10])[CH:7]=[CH:6][C:3]=1[C:4]#[N:5].[Br:11]N1C(=O)CCC1=O, predict the reaction product. The product is: [NH2:1][C:2]1[CH:9]=[C:8]([F:10])[C:7]([Br:11])=[CH:6][C:3]=1[C:4]#[N:5]. (7) The product is: [O:4]1[C:8]2=[C:9]([N:13]3[CH2:18][CH2:17][N:16]([CH2:19][CH2:20][C@H:21]4[CH2:26][CH2:25][C@H:24]([NH:27][C:33](=[O:34])[CH2:32][CH2:31][CH:30]([O:37][CH3:38])[O:29][CH3:28])[CH2:23][CH2:22]4)[CH2:15][CH2:14]3)[N:10]=[CH:11][CH:12]=[C:7]2[CH2:6][CH2:5]1. Given the reactants Cl.Cl.Cl.[O:4]1[C:8]2=[C:9]([N:13]3[CH2:18][CH2:17][N:16]([CH2:19][CH2:20][C@H:21]4[CH2:26][CH2:25][C@H:24]([NH2:27])[CH2:23][CH2:22]4)[CH2:15][CH2:14]3)[N:10]=[CH:11][CH:12]=[C:7]2[CH2:6][CH2:5]1.[CH3:28][O:29][CH:30]([O:37][CH3:38])[CH2:31][CH2:32][C:33](OC)=[O:34], predict the reaction product.